From a dataset of Reaction yield outcomes from USPTO patents with 853,638 reactions. Predict the reaction yield, written as a fraction of the theoretical maximum amount of product (1.0 means a 100% yield; for example, 0.34 means a 34% yield). (1) The reactants are [F:1][C:2]1[CH:20]=[C:19]([F:21])[CH:18]=[CH:17][C:3]=1[CH2:4][N:5]1[C:9]2=[CH:10][N:11]=[C:12]([C:14](O)=O)[CH:13]=[C:8]2[CH:7]=[CH:6]1.FC1C=C(F)C=CC=1C[N:26]1C2=CN=C(C(OCC)=O)C=C2C=C1.[OH-:45].[Na+].C(O)(=O)CC(CC(O)=O)(C(O)=O)O.[OH2:60]. The catalyst is CO. The product is [F:1][C:2]1[CH:20]=[C:19]([F:21])[CH:18]=[CH:17][C:3]=1[CH2:4][N:5]1[C:9]2=[CH:10][N:11]=[C:12]([C:14]([NH:26][OH:60])=[O:45])[CH:13]=[C:8]2[CH:7]=[CH:6]1. The yield is 0.550. (2) The reactants are [CH3:1][C:2]1[N:29]=[C:5]2[NH:6][C:7](=[O:28])[C:8]([CH2:13][C:14]3[CH:19]=[CH:18][C:17]([C:20]4[C:21]([C:26]#[N:27])=[CH:22][CH:23]=[CH:24][CH:25]=4)=[CH:16][CH:15]=3)=[C:9]([CH2:10][CH2:11][CH3:12])[N:4]2[N:3]=1.[CH3:30][CH:31]([O:33][C:34]1[CH:39]=[CH:38][C:37](B(O)O)=[CH:36][CH:35]=1)[CH3:32].C(N(CC)CC)C.N1C=CC=CC=1. The catalyst is ClCCl.C(OCC)(=O)C.C([O-])(=O)C.[Cu+2].C([O-])(=O)C. The product is [CH3:1][C:2]1[N:29]=[C:5]2[N:6]([C:37]3[CH:38]=[CH:39][C:34]([O:33][CH:31]([CH3:32])[CH3:30])=[CH:35][CH:36]=3)[C:7](=[O:28])[C:8]([CH2:13][C:14]3[CH:19]=[CH:18][C:17]([C:20]4[C:21]([C:26]#[N:27])=[CH:22][CH:23]=[CH:24][CH:25]=4)=[CH:16][CH:15]=3)=[C:9]([CH2:10][CH2:11][CH3:12])[N:4]2[N:3]=1. The yield is 0.430. (3) The reactants are [C:1]([C:5]1[CH:9]=[C:8]([NH:10][C:11]([NH:13][C:14]2[CH:19]=[CH:18][CH:17]=[C:16]([Cl:20])[C:15]=2[Cl:21])=[O:12])[N:7]([C:22]2[CH:27]=[CH:26][CH:25]=[C:24]([CH2:28][C:29]([NH:31][CH3:32])=O)[CH:23]=2)[N:6]=1)([CH3:4])([CH3:3])[CH3:2].B.C1COCC1.Cl.[OH-].[Na+]. The catalyst is C1COCC1. The product is [C:1]([C:5]1[CH:9]=[C:8]([NH:10][C:11]([NH:13][C:14]2[CH:19]=[CH:18][CH:17]=[C:16]([Cl:20])[C:15]=2[Cl:21])=[O:12])[N:7]([C:22]2[CH:27]=[CH:26][CH:25]=[C:24]([CH2:28][CH2:29][NH:31][CH3:32])[CH:23]=2)[N:6]=1)([CH3:4])([CH3:2])[CH3:3]. The yield is 0.360. (4) The reactants are [CH2:1]([O:8][C:9]1[CH:18]=[C:17]2[C:12]([C:13]([Cl:20])=[CH:14][C:15]([CH3:19])=[N:16]2)=[CH:11][CH:10]=1)[C:2]1[CH:7]=[CH:6][CH:5]=[CH:4][CH:3]=1.[CH2:21]([O:23][C@H:24]1[CH2:28][CH2:27][NH:26][CH2:25]1)[CH3:22]. No catalyst specified. The product is [ClH:20].[CH2:1]([O:8][C:9]1[CH:18]=[C:17]2[C:12]([C:13]([N:26]3[CH2:27][CH2:28][C@H:24]([O:23][CH2:21][CH3:22])[CH2:25]3)=[CH:14][C:15]([CH3:19])=[N:16]2)=[CH:11][CH:10]=1)[C:2]1[CH:7]=[CH:6][CH:5]=[CH:4][CH:3]=1. The yield is 0.697. (5) The yield is 0.430. The reactants are [Br:1]N1C(=O)CCC1=O.C1(P(C2C=CC=CC=2)C2C=CC=CC=2)C=CC=CC=1.[CH:28]1[C:37]2[C:32](=[CH:33][CH:34]=[CH:35][CH:36]=2)[CH:31]=[CH:30][C:29]=1[CH2:38][O:39][CH2:40][CH2:41]O. The catalyst is C(Cl)Cl.[Al]. The product is [Br:1][CH2:41][CH2:40][O:39][CH2:38][C:29]1[CH:30]=[CH:31][C:32]2[C:37](=[CH:36][CH:35]=[CH:34][CH:33]=2)[CH:28]=1. (6) The reactants are [NH2:1][C:2]1[CH:7]=[CH:6][C:5]([CH:8]2[CH2:13][C:12](=[O:14])[NH:11][C:10](=[O:15])[CH2:9]2)=[CH:4][C:3]=1[C:16]1[CH2:21][CH2:20][CH2:19][CH2:18][CH:17]=1.C1CN([P+](Br)(N2CCCC2)N2CCCC2)CC1.F[P-](F)(F)(F)(F)F.[K+].[C:47]([C:49]1[N:50]=[C:51]([C:62]([O-])=[O:63])[N:52]([CH2:54][O:55][CH2:56][CH2:57][Si:58]([CH3:61])([CH3:60])[CH3:59])[CH:53]=1)#[N:48].CCN(C(C)C)C(C)C. The catalyst is C(Cl)Cl. The product is [C:16]1([C:3]2[CH:4]=[C:5]([CH:8]3[CH2:9][C:10](=[O:15])[NH:11][C:12](=[O:14])[CH2:13]3)[CH:6]=[CH:7][C:2]=2[NH:1][C:62]([C:51]2[N:52]([CH2:54][O:55][CH2:56][CH2:57][Si:58]([CH3:61])([CH3:60])[CH3:59])[CH:53]=[C:49]([C:47]#[N:48])[N:50]=2)=[O:63])[CH2:21][CH2:20][CH2:19][CH2:18][CH:17]=1. The yield is 0.510. (7) The reactants are [CH3:1][N:2]1[CH2:7][CH2:6][CH:5]([NH:8][C:9](=[O:40])/[C:10](/[CH2:28][O:29][C:30]2[C:39]3[C:34](=[CH:35][CH:36]=[CH:37][CH:38]=3)[CH:33]=[CH:32][CH:31]=2)=[CH:11]/[C:12]2[CH:27]=[CH:26][C:15]([C:16]([NH:18][O:19]C3CCCCO3)=[O:17])=[CH:14][CH:13]=2)[CH2:4][CH2:3]1.FC(F)(F)C(O)=O. The catalyst is CO. The product is [CH3:1][N:2]1[CH2:3][CH2:4][CH:5]([NH:8][C:9](=[O:40])/[C:10](/[CH2:28][O:29][C:30]2[C:39]3[C:34](=[CH:35][CH:36]=[CH:37][CH:38]=3)[CH:33]=[CH:32][CH:31]=2)=[CH:11]/[C:12]2[CH:13]=[CH:14][C:15]([C:16]([NH:18][OH:19])=[O:17])=[CH:26][CH:27]=2)[CH2:6][CH2:7]1. The yield is 0.890.